Regression. Given a target protein amino acid sequence and a drug SMILES string, predict the binding affinity score between them. We predict pIC50 (pIC50 = -log10(IC50 in M); higher means more potent). Dataset: bindingdb_ic50. From a dataset of Drug-target binding data from BindingDB using IC50 measurements. The drug is CCOC(=O)C1=C(C)N=c2s/c(=C/c3ccc(OCc4ccc(C(=O)O)cc4)cc3)c(=O)n2C1c1ccc(N(C)C)cc1. The target protein (Q76I76) has sequence MALVTVQRSPTPSTTSSPCASEADSGEEECRSQPRSISESFLTVKGAALFLPRGNGSSTPRISHRRNKHAGDLQQHLQAMFILLRPEDNIRLAVRLESTYQNRTRYMVVVSTNGRQDTEESIVLGMDFSSNDSSTCTMGLVLPLWSDTLIHLDGDGGFSVSTDNRVHIFKPVSVQAMWSALQSLHKACEVARAHNYYPGSLFLTWVSYYESHINSDQSSVNEWNAMQDVQSHRPDSPALFTDIPTERERTERLIKTKLREIMMQKDLENITSKEIRTELEMQMVCNLREFKEFIDNEMIVILGQMDSPTQIFEHVFLGSEWNASNLEDLQNRGVRYILNVTREIDNFFPGVFEYHNIRVYDEEATDLLAYWNDTYKFISKAKKHGSKCLVHCKMGVSRSASTVIAYAMKEYGWNLDRAYDYVKERRTVTKPNPSFMRQLEEYQGILLASKQRHNKLWRSHSDSDLSDHHEPICKPGLELNKKDITTSADQIAEVKTMESH.... The pIC50 is 4.0.